Dataset: Forward reaction prediction with 1.9M reactions from USPTO patents (1976-2016). Task: Predict the product of the given reaction. (1) Given the reactants F[C:2]1[CH:3]=[C:4](B(O)O)[CH:5]=[CH:6][C:7]=1[O:8][CH2:9][CH3:10].Cl[C:15]1[CH:20]=[C:19](Cl)[N:18]=[CH:17][N:16]=1.[IH:22], predict the reaction product. The product is: [I:22][C:15]1[CH:20]=[C:19]([C:4]2[CH:5]=[CH:6][C:7]([O:8][CH2:9][CH3:10])=[CH:2][CH:3]=2)[N:18]=[CH:17][N:16]=1. (2) Given the reactants [NH2:1][C:2]1[CH:6]=[C:5]([C:7]2[CH:8]=[N:9][NH:10][C:11]=2[CH3:12])[S:4][C:3]=1[C:13]([NH2:15])=[O:14].[CH2:16]([N:18]1[CH2:23][CH2:22][C:21](=O)[CH2:20][CH2:19]1)[CH3:17].CC1(C)C2(CS(O)(=O)=O)C(CC1CC2)=O.[O-]S([O-])(=O)=O.[Mg+2].C([O-])(O)=O.[Na+], predict the reaction product. The product is: [CH2:16]([N:18]1[CH2:23][CH2:22][C:21]2([NH:1][C:2]3[CH:6]=[C:5]([C:7]4[CH:8]=[N:9][NH:10][C:11]=4[CH3:12])[S:4][C:3]=3[C:13](=[O:14])[NH:15]2)[CH2:20][CH2:19]1)[CH3:17]. (3) Given the reactants [OH:1][CH2:2][CH2:3][N:4]1[CH2:8][CH2:7][CH2:6][C:5]1=[O:9].[N+:10]([C:13]1[CH:20]=[CH:19][CH:18]=[C:17]([N+]([O-])=O)[C:14]=1[C:15]#[N:16])([O-:12])=[O:11], predict the reaction product. The product is: [N+:10]([C:13]1[CH:20]=[CH:19][CH:18]=[C:17]([O:1][CH2:2][CH2:3][N:4]2[CH2:8][CH2:7][CH2:6][C:5]2=[O:9])[C:14]=1[C:15]#[N:16])([O-:12])=[O:11]. (4) Given the reactants [CH:1]([O:4][C:5]([N:7]1[CH2:12][CH2:11][CH:10]([OH:13])[CH2:9][CH2:8]1)=[O:6])([CH3:3])[CH3:2].[Cl:14][C:15]1[C:20]([CH3:21])=[C:19](Cl)[N:18]=[CH:17][N:16]=1, predict the reaction product. The product is: [CH:1]([O:4][C:5]([N:7]1[CH2:8][CH2:9][CH:10]([O:13][C:19]2[C:20]([CH3:21])=[C:15]([Cl:14])[N:16]=[CH:17][N:18]=2)[CH2:11][CH2:12]1)=[O:6])([CH3:3])[CH3:2]. (5) Given the reactants P(C#N)(OCC)(OCC)=O.[F:11][C:12]([F:28])([F:27])[C:13]([N:15]1[CH2:21][CH2:20][C:19]2[CH:22]=[CH:23][C:24]([NH2:26])=[CH:25][C:18]=2[CH2:17][CH2:16]1)=[O:14].[CH2:29]([N:36]1[CH2:41][CH2:40][N:39]([CH2:42][CH2:43][C:44](O)=[O:45])[CH2:38][CH2:37]1)[C:30]1[CH:35]=[CH:34][CH:33]=[CH:32][CH:31]=1.C(N(CC)CC)C, predict the reaction product. The product is: [CH2:29]([N:36]1[CH2:37][CH2:38][N:39]([CH2:42][CH2:43][C:44]([NH:26][C:24]2[CH:23]=[CH:22][C:19]3[CH2:20][CH2:21][N:15]([C:13](=[O:14])[C:12]([F:11])([F:27])[F:28])[CH2:16][CH2:17][C:18]=3[CH:25]=2)=[O:45])[CH2:40][CH2:41]1)[C:30]1[CH:31]=[CH:32][CH:33]=[CH:34][CH:35]=1. (6) Given the reactants [CH3:1][C:2]1([CH3:9])[CH:7]([OH:8])[C:5](=[O:6])[O:4][CH2:3]1.Cl.Cl.[O:12]([CH2:16][CH2:17][NH2:18])[CH2:13][CH2:14][NH2:15].[C:19](=[O:22])(O)[O-].[Na+], predict the reaction product. The product is: [OH:8][CH:7]([C:2]([CH3:3])([CH3:1])[CH2:19][OH:22])[C:5]([NH:15][CH2:14][CH2:13][O:12][CH2:16][CH2:17][NH:18][C:5](=[O:6])[CH:7]([OH:8])[C:2]([CH3:9])([CH3:1])[CH2:3][OH:4])=[O:4]. (7) Given the reactants [CH3:1][O:2][C:3]1[CH:8]=[C:7]([B:9]2[O:13][C:12]([CH3:15])([CH3:14])[C:11]([CH3:17])([CH3:16])[O:10]2)[CH:6]=[CH:5][C:4]=1[N:18]1[CH2:23][CH2:22][N:21](C(OC(C)(C)C)=O)[CH2:20][CH2:19]1.C(O)(C(F)(F)F)=O, predict the reaction product. The product is: [CH3:1][O:2][C:3]1[CH:8]=[C:7]([B:9]2[O:13][C:12]([CH3:14])([CH3:15])[C:11]([CH3:17])([CH3:16])[O:10]2)[CH:6]=[CH:5][C:4]=1[N:18]1[CH2:19][CH2:20][NH:21][CH2:22][CH2:23]1. (8) Given the reactants [Br:1][C:2]1[CH:3]=[N:4][C:5](F)=[CH:6][CH:7]=1.[NH:9]1[CH2:15][CH2:14][CH2:13][NH:12][CH2:11][C:10]1=[O:16].C(N(CC)CC)C, predict the reaction product. The product is: [Br:1][C:2]1[CH:7]=[CH:6][C:5]([N:12]2[CH2:13][CH2:14][CH2:15][NH:9][C:10](=[O:16])[CH2:11]2)=[N:4][CH:3]=1. (9) Given the reactants [CH3:1][C:2]1[N:3]([CH2:7][CH2:8][N:9]([S:27]([C:30]2[CH:39]=[CH:38][C:37]3[C:32](=[CH:33][CH:34]=[CH:35][CH:36]=3)[CH:31]=2)(=[O:29])=[O:28])[CH:10]2[CH:15]3[CH:11]2[CH2:12][N:13]([C:16]2[N:21]=[CH:20][C:19]([C:22]([O:24]CC)=O)=[CH:18][N:17]=2)[CH2:14]3)[CH:4]=[CH:5][N:6]=1.Cl.[NH2:41][OH:42].[O-]CC.[Na+].O, predict the reaction product. The product is: [OH:42][NH:41][C:22]([C:19]1[CH:20]=[N:21][C:16]([N:13]2[CH2:14][CH:15]3[CH:11]([CH:10]3[N:9]([CH2:8][CH2:7][N:3]3[CH:4]=[CH:5][N:6]=[C:2]3[CH3:1])[S:27]([C:30]3[CH:39]=[CH:38][C:37]4[C:32](=[CH:33][CH:34]=[CH:35][CH:36]=4)[CH:31]=3)(=[O:28])=[O:29])[CH2:12]2)=[N:17][CH:18]=1)=[O:24]. (10) Given the reactants [F:1][C:2]1[CH:15]=[C:14]([C:16]2[N:21]=[C:20]3[N:22]([CH2:25][C:26]4[CH:27]=[C:28]5[C:33](=[CH:34][CH:35]=4)[N:32]=[CH:31][CH:30]=[CH:29]5)[N:23]=[N:24][C:19]3=[CH:18][CH:17]=2)[CH:13]=[CH:12][C:3]=1[C:4]([NH:6][C:7]1[N:11]=[CH:10][NH:9][N:8]=1)=[O:5].CCOCC.[ClH:41], predict the reaction product. The product is: [ClH:41].[F:1][C:2]1[CH:15]=[C:14]([C:16]2[N:21]=[C:20]3[N:22]([CH2:25][C:26]4[CH:27]=[C:28]5[C:33](=[CH:34][CH:35]=4)[N:32]=[CH:31][CH:30]=[CH:29]5)[N:23]=[N:24][C:19]3=[CH:18][CH:17]=2)[CH:13]=[CH:12][C:3]=1[C:4]([NH:6][C:7]1[N:11]=[CH:10][NH:9][N:8]=1)=[O:5].